Predict hERG channel inhibition at various concentrations. From a dataset of hERG Central: cardiac toxicity at 1µM, 10µM, and general inhibition. (1) The molecule is COc1ccc(-c2cc(=O)oc3cc(OCC(=O)NCCCn4ccnc4)ccc23)cc1. Results: hERG_inhib (hERG inhibition (general)): blocker. (2) The compound is C=CCn1c(SCc2ccc3nonc3c2)nnc1-c1cccs1. Results: hERG_inhib (hERG inhibition (general)): blocker.